Dataset: Forward reaction prediction with 1.9M reactions from USPTO patents (1976-2016). Task: Predict the product of the given reaction. (1) The product is: [CH2:1]([C@@:8]12[CH2:21][CH2:20][C@:19]([OH:26])([C:22]([F:23])([F:24])[F:25])[CH2:18][C@H:17]1[CH2:16][C:15](=[O:32])[C:14]1[CH:13]=[C:12]([C:27]([O:29][CH3:30])=[O:28])[CH:11]=[CH:10][C:9]2=1)[C:2]1[CH:7]=[CH:6][CH:5]=[CH:4][CH:3]=1. Given the reactants [CH2:1]([C@@:8]12[CH2:21][CH2:20][C@:19]([OH:26])([C:22]([F:25])([F:24])[F:23])[CH2:18][C@H:17]1[CH2:16][CH2:15][C:14]1[CH:13]=[C:12]([C:27]([O:29][CH3:30])=[O:28])[CH:11]=[CH:10][C:9]2=1)[C:2]1[CH:7]=[CH:6][CH:5]=[CH:4][CH:3]=1.C[OH:32].C1(P(C2C=CC=CC=2)C2C=CC=CC=2)C=CC=CC=1, predict the reaction product. (2) Given the reactants [F:1][C:2]([F:24])([F:23])[C:3]1[CH:4]=[C:5]([C:13]2[N:17]=[CH:16][N:15](/[CH:18]=[CH:19]\[C:20](O)=[O:21])[N:14]=2)[CH:6]=[C:7]([C:9]([F:12])([F:11])[F:10])[CH:8]=1.Cl.[NH2:26][N:27]1[CH2:31][CH2:30][CH2:29][CH2:28]1.C(P1(=O)OP(CCC)(=O)OP(CCC)(=O)O1)CC.CCN(C(C)C)C(C)C, predict the reaction product. The product is: [F:12][C:9]([F:10])([F:11])[C:7]1[CH:6]=[C:5]([C:13]2[N:17]=[CH:16][N:15](/[CH:18]=[CH:19]\[C:20]([NH:26][N:27]3[CH2:31][CH2:30][CH2:29][CH2:28]3)=[O:21])[N:14]=2)[CH:4]=[C:3]([C:2]([F:1])([F:24])[F:23])[CH:8]=1. (3) Given the reactants CC(C)([O-])C.[K+].[Cl:7][C:8]1[CH:9]=[CH:10][C:11]2[N:12]=[C:13]([NH2:23])[N:14]=[C:15](N3C=NC=N3)[C:16]=2[N:17]=1.[F:24][CH2:25][CH2:26][OH:27], predict the reaction product. The product is: [Cl:7][C:8]1[CH:9]=[CH:10][C:11]2[N:12]=[C:13]([NH2:23])[N:14]=[C:15]([O:27][CH2:26][CH2:25][F:24])[C:16]=2[N:17]=1. (4) Given the reactants C([O:8][CH2:9][C@H:10]([C:12]([N:14]([C:16]([O:18][C:19]([CH3:22])([CH3:21])[CH3:20])=[O:17])[OH:15])=[O:13])[NH2:11])C1C=CC=CC=1, predict the reaction product. The product is: [C:19]([O:18][C:16]([N:14]([C:12](=[O:13])[C@@H:10]([CH2:9][OH:8])[NH2:11])[OH:15])=[O:17])([CH3:22])([CH3:20])[CH3:21]. (5) The product is: [Br:22][C:12]1[C:11]([NH:15][C:16](=[O:21])[CH2:17][CH2:18][CH2:19][CH3:20])=[CH:10][C:9]2[O:8][CH2:7][C:3]3[C:2]([C:14]=2[CH:13]=1)=[CH:1][CH:6]=[N:5][CH:4]=3. Given the reactants [CH:1]1[CH:6]=[N:5][CH:4]=[C:3]2[CH2:7][O:8][C:9]3[CH:10]=[C:11]([NH:15][C:16](=[O:21])[CH2:17][CH2:18][CH2:19][CH3:20])[CH:12]=[CH:13][C:14]=3[C:2]=12.[Br:22]N1C(=O)CCC1=O, predict the reaction product. (6) Given the reactants [C:1]([O:5][C:6]([CH2:8][CH2:9][C:10]1[C:18]([CH3:19])=[CH:17][C:13]([C:14](O)=[O:15])=[CH:12][C:11]=1[CH2:20][CH3:21])=[O:7])([CH3:4])([CH3:3])[CH3:2].C1C=CC2N(O)N=[N:28]C=2C=1.CCN=C=NCCCN(C)C.Cl.N, predict the reaction product. The product is: [C:1]([O:5][C:6](=[O:7])[CH2:8][CH2:9][C:10]1[C:18]([CH3:19])=[CH:17][C:13]([C:14](=[O:15])[NH2:28])=[CH:12][C:11]=1[CH2:20][CH3:21])([CH3:4])([CH3:3])[CH3:2]. (7) Given the reactants [F:1][C:2]([F:36])([F:35])[C:3]1[CH:4]=[C:5]([CH:28]=[C:29]([C:31]([F:34])([F:33])[F:32])[CH:30]=1)[CH2:6][N:7]1[CH2:14][CH2:13][CH2:12][O:11][C:10]2[N:15]=[C:16](Cl)[CH:17]=[C:18]([C:19]3[CH:24]=[CH:23][C:22]([F:25])=[CH:21][CH:20]=3)[C:9]=2[C:8]1=[O:27].[N:37]1([CH:43]2[CH2:48][CH2:47][NH:46][CH2:45][CH2:44]2)[CH2:42][CH2:41][O:40][CH2:39][CH2:38]1, predict the reaction product. The product is: [F:1][C:2]([F:36])([F:35])[C:3]1[CH:4]=[C:5]([CH:28]=[C:29]([C:31]([F:34])([F:33])[F:32])[CH:30]=1)[CH2:6][N:7]1[CH2:14][CH2:13][CH2:12][O:11][C:10]2[N:15]=[C:16]([N:46]3[CH2:47][CH2:48][CH:43]([N:37]4[CH2:42][CH2:41][O:40][CH2:39][CH2:38]4)[CH2:44][CH2:45]3)[CH:17]=[C:18]([C:19]3[CH:24]=[CH:23][C:22]([F:25])=[CH:21][CH:20]=3)[C:9]=2[C:8]1=[O:27]. (8) Given the reactants [CH2:1]([N:3]1[CH2:8][C:7]([CH3:10])([CH3:9])[O:6][C:5](=[O:11])[CH:4]1[CH2:12][C:13]([OH:15])=O)[CH3:2].C(N(C(C)C)CC)(C)C.CN(C(ON1N=NC2C=CC=NC1=2)=[N+](C)C)C.F[P-](F)(F)(F)(F)F.[C:49]1([C:55]2[CH:62]=[CH:61][CH:60]=[CH:59][C:56]=2[CH2:57][NH2:58])[CH:54]=[CH:53][CH:52]=[CH:51][CH:50]=1, predict the reaction product. The product is: [C:55]1([C:49]2[CH:54]=[CH:53][CH:52]=[CH:51][CH:50]=2)[CH:62]=[CH:61][CH:60]=[CH:59][C:56]=1[CH2:57][NH:58][C:13](=[O:15])[CH2:12][CH:4]1[C:5](=[O:11])[O:6][C:7]([CH3:9])([CH3:10])[CH2:8][N:3]1[CH2:1][CH3:2]. (9) Given the reactants [Cl:1][C:2]1[N:14]=[CH:13][C:12]23[CH:8]([CH2:9][CH:10]([CH3:15])[NH:11]2)[CH2:7][CH:6]([CH2:16][C:17]([O:19]CC)=O)[CH:5]=[C:4]3[CH:3]=1.[NH:22]1[CH2:26][CH2:25][CH2:24][CH2:23]1, predict the reaction product. The product is: [Cl:1][C:2]1[N:14]=[CH:13][C:12]23[CH:8]([CH2:9][CH:10]([CH3:15])[NH:11]2)[CH2:7][CH:6]([CH2:16][C:17]([N:22]2[CH2:26][CH2:25][CH2:24][CH2:23]2)=[O:19])[CH:5]=[C:4]3[CH:3]=1.